From a dataset of CYP2D6 inhibition data for predicting drug metabolism from PubChem BioAssay. Regression/Classification. Given a drug SMILES string, predict its absorption, distribution, metabolism, or excretion properties. Task type varies by dataset: regression for continuous measurements (e.g., permeability, clearance, half-life) or binary classification for categorical outcomes (e.g., BBB penetration, CYP inhibition). Dataset: cyp2d6_veith. (1) The compound is Cc1nc(SCC(=O)c2ccc(F)cc2)c([N+](=O)[O-])[nH]1. The result is 1 (inhibitor). (2) The drug is O=C(NCCCN1CCN(c2ccccc2F)CC1)C1CCC(=O)N1C1CCCCC1. The result is 0 (non-inhibitor). (3) The molecule is Cc1c(Cl)cccc1NC(=O)CC1NCCNC1=O. The result is 0 (non-inhibitor). (4) The molecule is COc1cc2c(cc1OC)[C@@H]1C(=O)c3ccc4c(c3O[C@@H]1CO2)C=CC(C)(C)O4. The result is 1 (inhibitor). (5) The drug is O=C(Nc1ccc2oc(=O)c(C(=O)O)cc2c1)Oc1ccccc1. The result is 0 (non-inhibitor). (6) The molecule is CC(Cc1ccccc1)NC(=O)CSc1nc2nc3c(cc2c(=O)n1-c1ccccc1)COC(C)(C)C3. The result is 0 (non-inhibitor). (7) The compound is C/C(=N\NC(=O)c1cccc(C)c1)c1cccc(NC(=O)c2ccco2)c1. The result is 0 (non-inhibitor).